From a dataset of Full USPTO retrosynthesis dataset with 1.9M reactions from patents (1976-2016). Predict the reactants needed to synthesize the given product. (1) Given the product [CH:22]1([C:20]([N:17]2[CH2:18][CH2:19][C@@H:15]([CH2:14][N:9]3[C:10](=[O:13])[NH:11][N:12]=[C:8]3[C:5]3[CH:6]=[CH:7][C:2]([C:36]4[CH:35]=[CH:34][CH:33]=[C:32]([NH:31][S:28]([N:27]([CH3:41])[CH3:26])(=[O:30])=[O:29])[CH:37]=4)=[CH:3][C:4]=3[CH3:25])[CH2:16]2)=[O:21])[CH2:24][CH2:23]1, predict the reactants needed to synthesize it. The reactants are: Br[C:2]1[CH:7]=[CH:6][C:5]([C:8]2[N:9]([CH2:14][C@@H:15]3[CH2:19][CH2:18][N:17]([C:20]([CH:22]4[CH2:24][CH2:23]4)=[O:21])[CH2:16]3)[C:10](=[O:13])[NH:11][N:12]=2)=[C:4]([CH3:25])[CH:3]=1.[CH3:26][N:27]([CH3:41])[S:28]([NH:31][C:32]1[CH:33]=[C:34](B(O)O)[CH:35]=[CH:36][CH:37]=1)(=[O:30])=[O:29].C([O-])([O-])=O.[K+].[K+].C([O-])(O)=O.[Na+]. (2) Given the product [Br:1][C:2]1[CH:10]=[CH:9][C:5]([CH2:6][OH:7])=[C:4]([Cl:11])[CH:3]=1, predict the reactants needed to synthesize it. The reactants are: [Br:1][C:2]1[CH:10]=[CH:9][C:5]([C:6](O)=[O:7])=[C:4]([Cl:11])[CH:3]=1.B.O1CCCC1.O.C([O-])(O)=O.[Na+].